This data is from TCR-epitope binding with 47,182 pairs between 192 epitopes and 23,139 TCRs. The task is: Binary Classification. Given a T-cell receptor sequence (or CDR3 region) and an epitope sequence, predict whether binding occurs between them. (1) The epitope is LLLGIGILV. The TCR CDR3 sequence is CASSSDWDTEAFF. Result: 1 (the TCR binds to the epitope). (2) The TCR CDR3 sequence is CASTTLDTQYF. The epitope is FLNGSCGSV. Result: 1 (the TCR binds to the epitope). (3) The epitope is NLVPMVATV. The TCR CDR3 sequence is CATSSVRSGADTQYF. Result: 1 (the TCR binds to the epitope). (4) The epitope is LLSAGIFGA. The TCR CDR3 sequence is CASSPLAGPLYEQYF. Result: 0 (the TCR does not bind to the epitope). (5) The epitope is AMFWSVPTV. The TCR CDR3 sequence is CASSEPGTVEAFF. Result: 1 (the TCR binds to the epitope). (6) The epitope is KLGGALQAK. The TCR CDR3 sequence is CASSGPTGIQETQYF. Result: 1 (the TCR binds to the epitope).